From a dataset of Full USPTO retrosynthesis dataset with 1.9M reactions from patents (1976-2016). Predict the reactants needed to synthesize the given product. (1) Given the product [CH3:34]/[C:35](/[CH2:39][CH2:40][CH:41]=[C:42]([CH3:44])[CH3:43])=[CH:36]\[CH:37]=[CH:2][CH2:3][C:4]1[CH:5]=[CH:6][CH:7]=[CH:8][CH:9]=1, predict the reactants needed to synthesize it. The reactants are: [Br-].[CH2:2]([P+](C1C=CC=CC=1)(C1C=CC=CC=1)C1C=CC=CC=1)[CH2:3][C:4]1[CH:9]=[CH:8][CH:7]=[CH:6][CH:5]=1.[Li]CCCC.[CH3:34]/[C:35](/[CH2:39][CH2:40][CH:41]=[C:42]([CH3:44])[CH3:43])=[CH:36]\[CH:37]=O. (2) Given the product [CH3:1][O:2][C:3]([C:5]1[C:13]2[C:8](=[CH:9][CH:10]=[CH:11][CH:12]=2)[N:7]([CH2:21][C:20]2[CH:23]=[CH:24][C:17]([N+:14]([O-:16])=[O:15])=[CH:18][CH:19]=2)[CH:6]=1)=[O:4], predict the reactants needed to synthesize it. The reactants are: [CH3:1][O:2][C:3]([C:5]1[C:13]2[C:8](=[CH:9][CH:10]=[CH:11][CH:12]=2)[NH:7][CH:6]=1)=[O:4].[N+:14]([C:17]1[CH:24]=[CH:23][C:20]([CH2:21]Br)=[CH:19][CH:18]=1)([O-:16])=[O:15]. (3) Given the product [C:13]([O:12][C:10](=[O:11])[CH2:9][C@H:8]([NH:17][C:18]([C@@H:20]1[CH2:25][CH2:24][CH2:23][N:22]([C:26](=[O:42])[CH2:27][CH2:28][CH:29]2[CH2:34][CH2:33][N:32]([C:35]([O:37][C:38]([CH3:39])([CH3:40])[CH3:41])=[O:36])[CH2:31][CH2:30]2)[CH2:21]1)=[O:19])[C:4]1[CH:5]=[N:6][CH:7]=[C:2]([C:44]#[C:43][C:45]2[CH:50]=[CH:49][CH:48]=[C:47]([O:51][CH2:52][CH2:53][F:54])[CH:46]=2)[CH:3]=1)([CH3:14])([CH3:16])[CH3:15], predict the reactants needed to synthesize it. The reactants are: Br[C:2]1[CH:3]=[C:4]([C@@H:8]([NH:17][C:18]([C@@H:20]2[CH2:25][CH2:24][CH2:23][N:22]([C:26](=[O:42])[CH2:27][CH2:28][CH:29]3[CH2:34][CH2:33][N:32]([C:35]([O:37][C:38]([CH3:41])([CH3:40])[CH3:39])=[O:36])[CH2:31][CH2:30]3)[CH2:21]2)=[O:19])[CH2:9][C:10]([O:12][C:13]([CH3:16])([CH3:15])[CH3:14])=[O:11])[CH:5]=[N:6][CH:7]=1.[C:43]([C:45]1[CH:50]=[CH:49][CH:48]=[C:47]([O:51][CH2:52][CH2:53][F:54])[CH:46]=1)#[CH:44]. (4) Given the product [C:2]([C:6]1[CH:7]=[C:8]([CH:12]2[CH2:13][CH:14]([C:15]([O:17][CH3:18])=[O:16])[CH2:19][CH2:20][NH:21]2)[CH:9]=[CH:10][CH:11]=1)([CH3:5])([CH3:3])[CH3:4], predict the reactants needed to synthesize it. The reactants are: Cl.[C:2]([C:6]1[CH:7]=[C:8]([C:12]2[CH:13]=[C:14]([CH:19]=[CH:20][N:21]=2)[C:15]([O:17][CH3:18])=[O:16])[CH:9]=[CH:10][CH:11]=1)([CH3:5])([CH3:4])[CH3:3]. (5) Given the product [CH2:26]([N:33]1[C:37]([CH2:38][CH2:39][CH2:40][CH2:41][CH2:42][N:20]2[C:10]3=[N:11][C:12]([C:13]4[CH:18]=[CH:17][C:16]([CH3:19])=[CH:15][CH:14]=4)=[C:7]([C:4]4[CH:3]=[CH:2][C:1]([CH3:25])=[CH:6][CH:5]=4)[N:8]=[C:9]3[CH2:23][CH:22]([OH:24])[CH2:21]2)=[N:36][N:35]=[N:34]1)[C:27]1[CH:28]=[CH:29][CH:30]=[CH:31][CH:32]=1, predict the reactants needed to synthesize it. The reactants are: [C:1]1([CH3:25])[CH:6]=[CH:5][C:4]([C:7]2[N:8]=[C:9]3[CH2:23][CH:22]([OH:24])[CH2:21][NH:20][C:10]3=[N:11][C:12]=2[C:13]2[CH:18]=[CH:17][C:16]([CH3:19])=[CH:15][CH:14]=2)=[CH:3][CH:2]=1.[CH2:26]([N:33]1[C:37]([CH2:38][CH2:39][CH2:40][CH2:41][CH:42]=O)=[N:36][N:35]=[N:34]1)[C:27]1[CH:32]=[CH:31][CH:30]=[CH:29][CH:28]=1.C(O[BH-](OC(=O)C)OC(=O)C)(=O)C.[Na+].O. (6) Given the product [CH:14]([C:6]1[CH:5]=[CH:4][C:9]2[C:8]([CH:7]=1)=[N:12][O:11][N:10]=2)=[O:15], predict the reactants needed to synthesize it. The reactants are: BrC([C:4]1[C:9]2=[N:10][O:11][N:12]=[C:8]2[CH:7]=[CH:6][CH:5]=1)Br.C[CH2:14][OH:15]. (7) The reactants are: Cl[C:2](Cl)([O:4]C(=O)OC(Cl)(Cl)Cl)Cl.[NH2:13][C:14]1[C:15]([NH:28][C:29]2[CH:34]=[CH:33][C:32]([Cl:35])=[CH:31][CH:30]=2)=[N:16][C:17]([C:26]#[N:27])=[N:18][C:19]=1[N:20]1[CH2:25][CH2:24][O:23][CH2:22][CH2:21]1.N1C=CC=CC=1.O. Given the product [Cl:35][C:32]1[CH:33]=[CH:34][C:29]([N:28]2[C:2](=[O:4])[NH:13][C:14]3[C:15]2=[N:16][C:17]([C:26]#[N:27])=[N:18][C:19]=3[N:20]2[CH2:25][CH2:24][O:23][CH2:22][CH2:21]2)=[CH:30][CH:31]=1, predict the reactants needed to synthesize it. (8) Given the product [CH2:11]([S:1][C:2]1[CH:9]=[CH:8][C:5]([C:6]#[N:7])=[CH:4][CH:3]=1)[CH3:12], predict the reactants needed to synthesize it. The reactants are: [SH:1][C:2]1[CH:9]=[CH:8][C:5]([C:6]#[N:7])=[CH:4][CH:3]=1.Br[CH2:11][CH3:12].C(=O)([O-])[O-].[K+].[K+]. (9) Given the product [CH:3]1([O:8][C:9]2[C:10]([O:19][CH3:20])=[N:11][CH:12]=[C:13]([CH:18]=2)[C:14]([OH:16])=[O:15])[CH2:4][CH2:5][CH2:6][CH2:7]1, predict the reactants needed to synthesize it. The reactants are: [OH-].[K+].[CH:3]1([O:8][C:9]2[C:10]([O:19][CH3:20])=[N:11][CH:12]=[C:13]([CH:18]=2)[C:14]([O:16]C)=[O:15])[CH2:7][CH2:6][CH2:5][CH2:4]1.